This data is from Full USPTO retrosynthesis dataset with 1.9M reactions from patents (1976-2016). The task is: Predict the reactants needed to synthesize the given product. Given the product [CH2:28]([C:2]1[C:3]([C:24]([F:26])([F:27])[F:25])=[C:4]2[C:8]3=[C:9]([CH2:11][NH:12][CH:13]([C:15]([NH:17][C:18]4[CH:19]=[CH:20][CH:21]=[CH:22][CH:23]=4)=[O:16])[CH2:14][N:7]3[CH:6]=[CH:5]2)[CH:10]=1)[CH2:29][C:30]1[CH:31]=[CH:32][CH:33]=[CH:34][CH:35]=1, predict the reactants needed to synthesize it. The reactants are: O[C:2]1([CH2:28][CH2:29][C:30]2[CH:35]=[CH:34][CH:33]=[CH:32][CH:31]=2)[CH:10]=[C:9]2[CH2:11][NH:12][CH:13]([C:15]([NH:17][C:18]3[CH:23]=[CH:22][CH:21]=[CH:20][CH:19]=3)=[O:16])[CH2:14][N:7]3[C:8]2=[C:4]([CH:5]=[CH:6]3)[CH:3]1[C:24]([F:27])([F:26])[F:25].S(Cl)(Cl)=O.